Dataset: NCI-60 drug combinations with 297,098 pairs across 59 cell lines. Task: Regression. Given two drug SMILES strings and cell line genomic features, predict the synergy score measuring deviation from expected non-interaction effect. Drug 1: CC1C(C(CC(O1)OC2CC(CC3=C2C(=C4C(=C3O)C(=O)C5=C(C4=O)C(=CC=C5)OC)O)(C(=O)C)O)N)O.Cl. Synergy scores: CSS=53.2, Synergy_ZIP=3.26, Synergy_Bliss=6.10, Synergy_Loewe=6.36, Synergy_HSA=8.09. Drug 2: CC1C(C(CC(O1)OC2CC(CC3=C2C(=C4C(=C3O)C(=O)C5=CC=CC=C5C4=O)O)(C(=O)C)O)N)O. Cell line: SF-539.